From a dataset of Catalyst prediction with 721,799 reactions and 888 catalyst types from USPTO. Predict which catalyst facilitates the given reaction. (1) Reactant: [Cl:1][CH2:2][CH:3]([OH:13])[CH2:4][C:5]1[CH:10]=[CH:9][CH:8]=[C:7]([F:11])[C:6]=1[CH3:12].CC(OI1(OC(C)=O)(OC(C)=O)OC(=O)C2C1=CC=CC=2)=O.C(OCC)C. Product: [Cl:1][CH2:2][C:3](=[O:13])[CH2:4][C:5]1[CH:10]=[CH:9][CH:8]=[C:7]([F:11])[C:6]=1[CH3:12]. The catalyst class is: 2. (2) Product: [Si:1]([O:8][CH2:9][C:10]1([CH3:38])[S:16][CH2:15][CH2:14][N:13]2[C:17]([C:20]3([C:23]4[CH:24]=[CH:25][C:26]([C:40]5[CH:45]=[C:44]([CH3:46])[CH:43]=[CH:42][N:41]=5)=[CH:27][CH:28]=4)[CH2:22][CH2:21]3)=[N:18][N:19]=[C:12]2[CH2:11]1)([C:4]([CH3:5])([CH3:6])[CH3:7])([CH3:3])[CH3:2]. Reactant: [Si:1]([O:8][CH2:9][C:10]1([CH3:38])[S:16][CH2:15][CH2:14][N:13]2[C:17]([C:20]3([C:23]4[CH:28]=[CH:27][C:26](B5OC(C)(C)C(C)(C)O5)=[CH:25][CH:24]=4)[CH2:22][CH2:21]3)=[N:18][N:19]=[C:12]2[CH2:11]1)([C:4]([CH3:7])([CH3:6])[CH3:5])([CH3:3])[CH3:2].Br[C:40]1[CH:45]=[C:44]([CH3:46])[CH:43]=[CH:42][N:41]=1.C(=O)([O-])[O-].[K+].[K+]. The catalyst class is: 437. (3) Reactant: [Cl:1][CH2:2][CH2:3][C:4](Cl)=[O:5].[Al+3].[Cl-].[Cl-].[Cl-].[CH3:11][C:12]1[C:17]([CH3:18])=[CH:16][CH:15]=[CH:14][C:13]=1[O:19][CH3:20]. Product: [Cl:1][CH2:2][CH2:3][C:4]([C:16]1[CH:15]=[CH:14][C:13]([O:19][CH3:20])=[C:12]([CH3:11])[C:17]=1[CH3:18])=[O:5]. The catalyst class is: 2. (4) Reactant: [OH:1][C@:2]1([CH3:24])[CH2:19][CH2:18][C@@:17]2([CH3:20])[C@@H:4]([CH2:5][CH2:6][C@@H:7]3[C@@H:16]2[CH2:15][CH2:14][C@@:12]2([CH3:13])[C@H:8]3[CH2:9][CH2:10][C@@H:11]2[CH:21]=[N:22][OH:23])[CH2:3]1.ClN1C(=O)CCC1=O.[CH3:33][C@H:34]([OH:37])[C:35]#[CH:36].C(N(CC)C(C)C)(C)C. Product: [OH:1][C@:2]1([CH3:24])[CH2:19][CH2:18][C@@:17]2([CH3:20])[C@@H:4]([CH2:5][CH2:6][C@@H:7]3[C@@H:16]2[CH2:15][CH2:14][C@@:12]2([CH3:13])[C@H:8]3[CH2:9][CH2:10][C@@H:11]2[C:21]2[CH:36]=[C:35]([C@@H:34]([OH:37])[CH3:33])[O:23][N:22]=2)[CH2:3]1. The catalyst class is: 202. (5) Reactant: Br[C:2]1[CH:7]=[CH:6][C:5]([C:8]2[N:12]([CH2:13][C@@H:14]3[CH2:18][CH2:17][N:16]([C:19]([CH:21]4[CH2:23][CH2:22]4)=[O:20])[CH2:15]3)[C:11]3[CH:24]=[C:25]([C:28]([N:30]4[CH2:35][CH2:34][N:33]([CH3:36])[CH2:32][CH2:31]4)=[O:29])[CH:26]=[CH:27][C:10]=3[N:9]=2)=[CH:4][CH:3]=1.[NH:37]1[C:45]2[C:40](=[CH:41][CH:42]=[C:43](B(O)O)[CH:44]=2)[CH:39]=[CH:38]1.C(=O)(O)[O-].[Na+]. Product: [CH:21]1([C:19]([N:16]2[CH2:17][CH2:18][C@@H:14]([CH2:13][N:12]3[C:11]4[CH:24]=[C:25]([C:28]([N:30]5[CH2:31][CH2:32][N:33]([CH3:36])[CH2:34][CH2:35]5)=[O:29])[CH:26]=[CH:27][C:10]=4[N:9]=[C:8]3[C:5]3[CH:4]=[CH:3][C:2]([C:43]4[CH:44]=[C:45]5[C:40]([CH:39]=[CH:38][NH:37]5)=[CH:41][CH:42]=4)=[CH:7][CH:6]=3)[CH2:15]2)=[O:20])[CH2:23][CH2:22]1. The catalyst class is: 339. (6) Reactant: [CH:1]1([N:6]2[CH2:11][CH2:10][N:9]([C:12]([C:14]3[CH:15]=[C:16]4[C:20](=[CH:21][CH:22]=3)[NH:19][C:18]([C:23]([OH:25])=O)=[CH:17]4)=[O:13])[CH2:8][CH2:7]2)[CH2:5][CH2:4][CH2:3][CH2:2]1.C1(N2CCN(C(C3C=C4C(=CC=3)NC(C(N3CCS(=O)(=O)CC3)=O)=C4)=O)CC2)CCCC1.F[B-](F)(F)F.N1(OC(N(C)C)=[N+](C)C)C2C=CC=CC=2N=N1.[F:80][C:81]1[CH:87]=[CH:86][C:84]([NH2:85])=[CH:83][CH:82]=1.C(N(CC)C(C)C)(C)C. Product: [F:80][C:81]1[CH:87]=[CH:86][C:84]([NH:85][C:23]([C:18]2[NH:19][C:20]3[C:16]([CH:17]=2)=[CH:15][C:14]([C:12]([N:9]2[CH2:10][CH2:11][N:6]([CH:1]4[CH2:5][CH2:4][CH2:3][CH2:2]4)[CH2:7][CH2:8]2)=[O:13])=[CH:22][CH:21]=3)=[O:25])=[CH:83][CH:82]=1. The catalyst class is: 9.